Dataset: Forward reaction prediction with 1.9M reactions from USPTO patents (1976-2016). Task: Predict the product of the given reaction. (1) Given the reactants Br[C:2]1[CH:19]=[CH:18][C:5]2[N:6]([CH2:14][CH:15]3[CH2:17][CH2:16]3)[C:7]([CH2:9][C:10]([CH3:13])([CH3:12])[CH3:11])=[N:8][C:4]=2[CH:3]=1.CCN(C(C)C)C(C)C.[SH:29][CH2:30][C:31]([O:33][CH3:34])=[O:32], predict the reaction product. The product is: [CH:15]1([CH2:14][N:6]2[C:5]3[CH:18]=[CH:19][C:2]([S:29][CH2:30][C:31]([O:33][CH3:34])=[O:32])=[CH:3][C:4]=3[N:8]=[C:7]2[CH2:9][C:10]([CH3:13])([CH3:12])[CH3:11])[CH2:17][CH2:16]1. (2) Given the reactants [C:1]([O:5][C:6](=[O:18])[NH:7][CH:8]([CH3:17])[CH2:9][C:10]1[CH:15]=[CH:14][C:13](I)=[CH:12][CH:11]=1)([CH3:4])([CH3:3])[CH3:2].[CH2:19]([O:21][C:22]1[CH:27]=[CH:26][C:25]([C:28]#[CH:29])=[CH:24][CH:23]=1)[CH3:20].ClCCl, predict the reaction product. The product is: [C:1]([O:5][C:6](=[O:18])[NH:7][CH:8]([CH3:17])[CH2:9][C:10]1[CH:15]=[CH:14][C:13]([C:29]#[C:28][C:25]2[CH:26]=[CH:27][C:22]([O:21][CH2:19][CH3:20])=[CH:23][CH:24]=2)=[CH:12][CH:11]=1)([CH3:4])([CH3:3])[CH3:2].